Dataset: Reaction yield outcomes from USPTO patents with 853,638 reactions. Task: Predict the reaction yield, written as a fraction of the theoretical maximum amount of product (1.0 means a 100% yield; for example, 0.34 means a 34% yield). (1) The reactants are [CH3:1][NH:2][C:3]1[N:8]=[C:7]([CH2:9][CH2:10][OH:11])[CH:6]=[CH:5][CH:4]=1.C(N(CC)CC)C.[CH3:19][S:20](Cl)(=[O:22])=[O:21]. The catalyst is ClCCl. The product is [CH3:19][S:20]([O:11][CH2:10][CH2:9][C:7]1[CH:6]=[CH:5][CH:4]=[C:3]([NH:2][CH3:1])[N:8]=1)(=[O:22])=[O:21]. The yield is 0.690. (2) The reactants are [F:1][C:2]([F:18])([F:17])[CH:3]([C:5]1[CH:10]=[CH:9][CH:8]=[CH:7][C:6]=1[C:11]1[CH:16]=[CH:15][N:14]=[CH:13][CH:12]=1)[OH:4].[Cl:19][C:20]1[CH:25]=[C:24](Cl)[N:23]=[CH:22][N:21]=1.C(=O)([O-])[O-].[Cs+].[Cs+].O1CCOCC1. The catalyst is C(OCC)(=O)C. The product is [Cl:19][C:20]1[CH:25]=[C:24]([O:4][CH:3]([C:5]2[CH:10]=[CH:9][CH:8]=[CH:7][C:6]=2[C:11]2[CH:16]=[CH:15][N:14]=[CH:13][CH:12]=2)[C:2]([F:1])([F:17])[F:18])[N:23]=[CH:22][N:21]=1. The yield is 0.760. (3) The reactants are Cl.O.[NH:3]1[CH2:8][CH2:7][C:6](=[O:9])[CH2:5][CH2:4]1.[C:10]1([CH3:20])[CH:15]=[CH:14][C:13]([S:16](Cl)(=[O:18])=[O:17])=[CH:12][CH:11]=1.C(N(CC)CC)C. The catalyst is C(Cl)Cl. The product is [C:10]1([CH3:20])[CH:15]=[CH:14][C:13]([S:16]([N:3]2[CH2:8][CH2:7][C:6](=[O:9])[CH2:5][CH2:4]2)(=[O:18])=[O:17])=[CH:12][CH:11]=1. The yield is 0.680. (4) The reactants are Br[CH:2](Br)[C:3]1[C:8]([CH:9](Br)Br)=[N:7][CH:6]=[CH:5][N:4]=1.[C:13]([O:22][CH2:23][CH3:24])(=[O:21])/[CH:14]=[CH:15]\[C:16]([O:18][CH2:19][CH3:20])=[O:17].N[C@H](C(O)=O)CC1C=C2C(C=CC=C2)=CC=1. The catalyst is CN(C=O)C. The product is [CH2:23]([O:22][C:13]([C:14]1[CH:2]=[C:3]2[C:8](=[CH:9][C:15]=1[C:16]([O:18][CH2:19][CH3:20])=[O:17])[N:7]=[CH:6][CH:5]=[N:4]2)=[O:21])[CH3:24]. The yield is 0.370.